Dataset: NCI-60 drug combinations with 297,098 pairs across 59 cell lines. Task: Regression. Given two drug SMILES strings and cell line genomic features, predict the synergy score measuring deviation from expected non-interaction effect. (1) Drug 1: CC1=C2C(C(=O)C3(C(CC4C(C3C(C(C2(C)C)(CC1OC(=O)C(C(C5=CC=CC=C5)NC(=O)C6=CC=CC=C6)O)O)OC(=O)C7=CC=CC=C7)(CO4)OC(=O)C)O)C)OC(=O)C. Drug 2: CC1=C2C(C(=O)C3(C(CC4C(C3C(C(C2(C)C)(CC1OC(=O)C(C(C5=CC=CC=C5)NC(=O)OC(C)(C)C)O)O)OC(=O)C6=CC=CC=C6)(CO4)OC(=O)C)O)C)O. Cell line: HCT116. Synergy scores: CSS=1.57, Synergy_ZIP=4.90, Synergy_Bliss=0.717, Synergy_Loewe=-11.4, Synergy_HSA=-2.43. (2) Drug 1: C1=C(C(=O)NC(=O)N1)N(CCCl)CCCl. Drug 2: CS(=O)(=O)CCNCC1=CC=C(O1)C2=CC3=C(C=C2)N=CN=C3NC4=CC(=C(C=C4)OCC5=CC(=CC=C5)F)Cl. Cell line: UACC62. Synergy scores: CSS=36.6, Synergy_ZIP=1.57, Synergy_Bliss=3.71, Synergy_Loewe=2.43, Synergy_HSA=2.98. (3) Drug 2: CC1=CC=C(C=C1)C2=CC(=NN2C3=CC=C(C=C3)S(=O)(=O)N)C(F)(F)F. Cell line: UO-31. Synergy scores: CSS=51.1, Synergy_ZIP=8.06, Synergy_Bliss=10.2, Synergy_Loewe=3.12, Synergy_HSA=13.0. Drug 1: CC1=C2C(C(=O)C3(C(CC4C(C3C(C(C2(C)C)(CC1OC(=O)C(C(C5=CC=CC=C5)NC(=O)OC(C)(C)C)O)O)OC(=O)C6=CC=CC=C6)(CO4)OC(=O)C)OC)C)OC. (4) Drug 1: CN(C)N=NC1=C(NC=N1)C(=O)N. Drug 2: C1CC(C1)(C(=O)O)C(=O)O.[NH2-].[NH2-].[Pt+2]. Cell line: SK-MEL-28. Synergy scores: CSS=17.1, Synergy_ZIP=3.61, Synergy_Bliss=0.255, Synergy_Loewe=-8.88, Synergy_HSA=-0.958. (5) Drug 2: CC1=C(C(=CC=C1)Cl)NC(=O)C2=CN=C(S2)NC3=CC(=NC(=N3)C)N4CCN(CC4)CCO. Drug 1: C1=CN(C(=O)N=C1N)C2C(C(C(O2)CO)O)(F)F. Cell line: OVCAR3. Synergy scores: CSS=57.5, Synergy_ZIP=-7.65, Synergy_Bliss=-8.19, Synergy_Loewe=0.687, Synergy_HSA=7.48. (6) Drug 1: C1=C(C(=O)NC(=O)N1)N(CCCl)CCCl. Drug 2: CN(C)C1=NC(=NC(=N1)N(C)C)N(C)C. Cell line: RPMI-8226. Synergy scores: CSS=32.7, Synergy_ZIP=5.99, Synergy_Bliss=5.48, Synergy_Loewe=-26.3, Synergy_HSA=-1.82. (7) Drug 1: CC1CCC2CC(C(=CC=CC=CC(CC(C(=O)C(C(C(=CC(C(=O)CC(OC(=O)C3CCCCN3C(=O)C(=O)C1(O2)O)C(C)CC4CCC(C(C4)OC)OCCO)C)C)O)OC)C)C)C)OC. Drug 2: B(C(CC(C)C)NC(=O)C(CC1=CC=CC=C1)NC(=O)C2=NC=CN=C2)(O)O. Cell line: CAKI-1. Synergy scores: CSS=18.1, Synergy_ZIP=-5.06, Synergy_Bliss=-3.79, Synergy_Loewe=-19.3, Synergy_HSA=-8.48. (8) Drug 1: C1=NC2=C(N1)C(=S)N=C(N2)N. Drug 2: COCCOC1=C(C=C2C(=C1)C(=NC=N2)NC3=CC=CC(=C3)C#C)OCCOC.Cl. Cell line: RPMI-8226. Synergy scores: CSS=36.4, Synergy_ZIP=-0.772, Synergy_Bliss=2.49, Synergy_Loewe=-18.4, Synergy_HSA=1.69. (9) Drug 1: CC1=C2C(C(=O)C3(C(CC4C(C3C(C(C2(C)C)(CC1OC(=O)C(C(C5=CC=CC=C5)NC(=O)OC(C)(C)C)O)O)OC(=O)C6=CC=CC=C6)(CO4)OC(=O)C)O)C)O. Drug 2: C1CN(P(=O)(OC1)NCCCl)CCCl. Cell line: HCC-2998. Synergy scores: CSS=3.12, Synergy_ZIP=-4.13, Synergy_Bliss=-2.73, Synergy_Loewe=-19.3, Synergy_HSA=-5.16.